This data is from Reaction yield outcomes from USPTO patents with 853,638 reactions. The task is: Predict the reaction yield, written as a fraction of the theoretical maximum amount of product (1.0 means a 100% yield; for example, 0.34 means a 34% yield). (1) The reactants are [CH2:1]([O:3][P:4]([C:9]1[CH:13]=[CH:12][S:11][CH:10]=1)([O:6][CH2:7][CH3:8])=[O:5])[CH3:2].C([Li])CCC.[CH2:19]([Sn:23](Cl)([CH2:28][CH2:29][CH2:30][CH3:31])[CH2:24][CH2:25][CH2:26][CH3:27])[CH2:20][CH2:21][CH3:22].P([O-])([O-])(O)=O.[Na+].[Na+].P([O-])(O)(O)=O.[Na+]. The catalyst is C1COCC1. The product is [CH2:28]([Sn:23]([CH2:19][CH2:20][CH2:21][CH3:22])([CH2:24][CH2:25][CH2:26][CH3:27])[C:10]1[S:11][CH:12]=[CH:13][C:9]=1[P:4]([O:6][CH2:7][CH3:8])([O:3][CH2:1][CH3:2])=[O:5])[CH2:29][CH2:30][CH3:31]. The yield is 0.960. (2) The reactants are Br[C:2]1[CH:14]=[CH:13][C:5]([CH2:6][N:7]([CH3:12])[S:8]([CH3:11])(=[O:10])=[O:9])=[CH:4][C:3]=1[Cl:15].[B:16]1([B:16]2[O:20][C:19]([CH3:22])([CH3:21])[C:18]([CH3:24])([CH3:23])[O:17]2)[O:20][C:19]([CH3:22])([CH3:21])[C:18]([CH3:24])([CH3:23])[O:17]1.C([O-])(=O)C.[K+]. The catalyst is O1CCOCC1.Cl[Pd]Cl.C1(P(C2C=CC=CC=2)[C-]2C=CC=C2)C=CC=CC=1.[C-]1(P(C2C=CC=CC=2)C2C=CC=CC=2)C=CC=C1.[Fe+2]. The product is [Cl:15][C:3]1[CH:4]=[C:5]([CH:13]=[CH:14][C:2]=1[B:16]1[O:20][C:19]([CH3:22])([CH3:21])[C:18]([CH3:24])([CH3:23])[O:17]1)[CH2:6][N:7]([CH3:12])[S:8]([CH3:11])(=[O:10])=[O:9]. The yield is 0.534. (3) The reactants are CO[C:3](=[O:28])[C:4]1[CH:9]=[CH:8][C:7]([O:10][CH2:11][C:12]2[C:13]([C:21]3[CH:26]=[CH:25][C:24]([F:27])=[CH:23][CH:22]=3)=[N:14][O:15][C:16]=2[C:17]([F:20])([F:19])[F:18])=[N:6][CH:5]=1.[CH:29]([NH2:32])([CH3:31])[CH3:30]. No catalyst specified. The product is [F:27][C:24]1[CH:25]=[CH:26][C:21]([C:13]2[C:12]([CH2:11][O:10][C:7]3[CH:8]=[CH:9][C:4]([C:3]([NH:32][CH:29]([CH3:31])[CH3:30])=[O:28])=[CH:5][N:6]=3)=[C:16]([C:17]([F:18])([F:20])[F:19])[O:15][N:14]=2)=[CH:22][CH:23]=1. The yield is 0.970. (4) The reactants are [C:1](Cl)(=[O:3])[CH3:2].[Cl:5][C:6]1[CH:11]=[CH:10][C:9]([CH2:12][CH2:13][C:14]([OH:16])=[O:15])=[CH:8][C:7]=1[NH:17][C:18](=[O:49])[CH2:19][C@H:20]1[O:26][C@H:25]([C:27]2[CH:32]=[CH:31][CH:30]=[C:29]([O:33][CH3:34])[C:28]=2[O:35][CH3:36])[C:24]2[CH:37]=[C:38]([Cl:41])[CH:39]=[CH:40][C:23]=2[N:22]([CH2:42][C:43]([CH3:47])([CH3:46])[CH2:44][OH:45])[C:21]1=[O:48].N1C=CC=CC=1.C(OCC)(=O)C. The catalyst is O. The product is [Cl:5][C:6]1[CH:11]=[CH:10][C:9]([CH2:12][CH2:13][C:14]([OH:16])=[O:15])=[CH:8][C:7]=1[NH:17][C:18](=[O:49])[CH2:19][C@H:20]1[O:26][C@H:25]([C:27]2[CH:32]=[CH:31][CH:30]=[C:29]([O:33][CH3:34])[C:28]=2[O:35][CH3:36])[C:24]2[CH:37]=[C:38]([Cl:41])[CH:39]=[CH:40][C:23]=2[N:22]([CH2:42][C:43]([CH3:46])([CH3:47])[CH2:44][O:45][C:1](=[O:3])[CH3:2])[C:21]1=[O:48]. The yield is 0.560. (5) The reactants are Cl[C:2]1[N:7]2[N:8]=[C:9]([CH:11]3[CH2:13]C3)[CH:10]=[C:6]2[CH:5]=[C:4]([NH:14][C:15](=[O:26])[C:16]2[CH:21]=[CH:20][C:19]([C:22]([OH:25])([CH3:24])[CH3:23])=[CH:18][CH:17]=2)[N:3]=1.[NH:27]1[CH2:32][CH2:31][O:30][CH2:29][CH2:28]1. The catalyst is CN1C(=O)CCC1. The product is [CH2:11]([C:9]1[CH:10]=[C:2]2[N:3]=[C:4]([NH:14][C:15](=[O:26])[C:16]3[CH:17]=[CH:18][C:19]([C:22]([OH:25])([CH3:24])[CH3:23])=[CH:20][CH:21]=3)[CH:5]=[C:6]([N:27]3[CH2:32][CH2:31][O:30][CH2:29][CH2:28]3)[N:7]2[N:8]=1)[CH3:13]. The yield is 0.500.